Dataset: Full USPTO retrosynthesis dataset with 1.9M reactions from patents (1976-2016). Task: Predict the reactants needed to synthesize the given product. (1) Given the product [CH3:9][C:3]1[C:2]2[NH:1][CH2:17][CH2:18][O:8][C:7]=2[CH:6]=[CH:5][CH:4]=1, predict the reactants needed to synthesize it. The reactants are: [NH2:1][C:2]1[C:7]([OH:8])=[CH:6][CH:5]=[CH:4][C:3]=1[CH3:9].C(=O)([O-])[O-].[K+].[K+].Br[CH2:17][CH2:18]Br. (2) Given the product [Cl:15][C:12]1[CH:13]=[CH:14][C:9]([C:7]2[N:26]=[C:24]([CH:23]([C:18]3[C:17]([Cl:16])=[CH:22][CH:21]=[CH:20][N:19]=3)[C:27]3[CH:28]=[CH:29][CH:30]=[CH:31][CH:32]=3)[S:25][C:2]=2[CH2:3][C:4]([OH:6])=[O:5])=[CH:10][CH:11]=1, predict the reactants needed to synthesize it. The reactants are: Br[CH:2]([C:7]([C:9]1[CH:14]=[CH:13][C:12]([Cl:15])=[CH:11][CH:10]=1)=O)[CH2:3][C:4]([OH:6])=[O:5].[Cl:16][C:17]1[C:18]([CH:23]([C:27]2[CH:32]=[CH:31][CH:30]=[CH:29][CH:28]=2)[C:24]([NH2:26])=[S:25])=[N:19][CH:20]=[CH:21][CH:22]=1. (3) The reactants are: CS(O)(=O)=O.[CH:6]#[C:7][CH2:8][NH:9][C@H:10]1[C:14]2[CH:15]=[CH:16][CH:17]=[CH:18][C:13]=2[CH2:12][CH2:11]1.O.OC1O[C@H](CO)[C@@H](O[C@@H]2O[C@H](CO)[C@H](O)[C@H](O)[C@H]2O)[C@H](O)[C@H]1O. Given the product [CH:6]#[C:7][CH2:8][NH:9][C@H:10]1[C:14]2[CH:15]=[CH:16][CH:17]=[CH:18][C:13]=2[CH2:12][CH2:11]1, predict the reactants needed to synthesize it. (4) Given the product [C:1]1([N:7]2[C:11](=[O:12])[C:10]3=[CH:13][C:14]([C:17]([O:22][CH3:21])=[O:18])=[CH:15][CH:16]=[C:9]3[C:8]2=[O:20])[CH:6]=[CH:5][CH:4]=[CH:3][CH:2]=1, predict the reactants needed to synthesize it. The reactants are: [C:1]1([N:7]2[C:11](=[O:12])[C:10]3=[CH:13][C:14]([C:17](Cl)=[O:18])=[CH:15][CH:16]=[C:9]3[C:8]2=[O:20])[CH:6]=[CH:5][CH:4]=[CH:3][CH:2]=1.[CH3:21][OH:22]. (5) Given the product [CH3:1][O:2][C:3]1[CH:4]=[C:5]([NH:13][C:14]([NH:30][CH:25]([CH3:24])[C:26]([CH3:29])([CH3:28])[CH3:27])=[C:15]([S:18]([CH3:21])(=[O:20])=[O:19])[C:16]#[N:17])[CH:6]=[C:7]([C:9]([F:12])([F:11])[F:10])[CH:8]=1, predict the reactants needed to synthesize it. The reactants are: [CH3:1][O:2][C:3]1[CH:4]=[C:5]([NH:13][C:14](SC)=[C:15]([S:18]([CH3:21])(=[O:20])=[O:19])[C:16]#[N:17])[CH:6]=[C:7]([C:9]([F:12])([F:11])[F:10])[CH:8]=1.[CH3:24][CH:25]([NH2:30])[C:26]([CH3:29])([CH3:28])[CH3:27]. (6) Given the product [CH3:38][O:37][C:35](=[O:36])[CH:27]([O:26][C:25]1[CH:24]=[CH:23][C:22]2[C:17](=[CH:18][CH:19]=[C:20]([CH2:39][NH:40][C:8]([C:7]3[C:6]4[CH:11]=[CH:12][CH:13]=[CH:14][C:5]=4[O:4][C:3]=3[CH2:1][CH3:2])=[O:9])[CH:21]=2)[C:16]=1[Br:15])[CH2:28][C:29]1[CH:30]=[CH:31][CH:32]=[CH:33][CH:34]=1, predict the reactants needed to synthesize it. The reactants are: [CH2:1]([C:3]1[O:4][C:5]2[CH:14]=[CH:13][CH:12]=[CH:11][C:6]=2[C:7]=1[C:8](Cl)=[O:9])[CH3:2].[Br:15][C:16]1[C:25]([O:26][CH:27]([C:35]([O:37][CH3:38])=[O:36])[CH2:28][C:29]2[CH:34]=[CH:33][CH:32]=[CH:31][CH:30]=2)=[CH:24][CH:23]=[C:22]2[C:17]=1[CH:18]=[CH:19][C:20]([CH2:39][NH3+:40])=[CH:21]2.[Cl-].C(N(CC)CC)C. (7) Given the product [F:10][C:11]([F:22])([F:21])[C:12]1[CH:17]=[CH:16][C:15]([C:2]2[N:7]=[C:6]([CH:8]=[O:9])[CH:5]=[CH:4][CH:3]=2)=[CH:14][CH:13]=1, predict the reactants needed to synthesize it. The reactants are: Br[C:2]1[N:7]=[C:6]([CH:8]=[O:9])[CH:5]=[CH:4][CH:3]=1.[F:10][C:11]([F:22])([F:21])[C:12]1[CH:17]=[CH:16][C:15](B(O)O)=[CH:14][CH:13]=1.C([O-])([O-])=O.[Na+].[Na+]. (8) Given the product [Cl:12][C:4]1[N:3]=[C:2]([N:23]2[CH2:24][CH2:25][N:20]([CH3:19])[CH2:21][CH2:22]2)[C:7]([N+:8]([O-:10])=[O:9])=[C:6]([NH2:11])[CH:5]=1, predict the reactants needed to synthesize it. The reactants are: Cl[C:2]1[C:7]([N+:8]([O-:10])=[O:9])=[C:6]([NH2:11])[CH:5]=[C:4]([Cl:12])[N:3]=1.C([O-])([O-])=O.[K+].[K+].[CH3:19][N:20]1[CH2:25][CH2:24][NH:23][CH2:22][CH2:21]1. (9) Given the product [O:1]1[CH:5]=[CH:4][CH:3]=[C:2]1[C:6](=[O:7])[CH2:8][C:9]([NH:14][C:15]1[CH:16]=[C:17]2[C:21](=[CH:22][CH:23]=1)[NH:20][N:19]=[CH:18]2)=[O:11], predict the reactants needed to synthesize it. The reactants are: [O:1]1[CH:5]=[CH:4][CH:3]=[C:2]1[C:6]([CH2:8][C:9]([O:11]CC)=O)=[O:7].[NH2:14][C:15]1[CH:16]=[C:17]2[C:21](=[CH:22][CH:23]=1)[NH:20][N:19]=[CH:18]2.